Dataset: Full USPTO retrosynthesis dataset with 1.9M reactions from patents (1976-2016). Task: Predict the reactants needed to synthesize the given product. (1) Given the product [CH3:15][C@H:10]1[O:11][C@@H:12]([CH3:14])[CH2:13][N:8]([C:5]2[N:6]=[CH:7][C:2]([C:21]3[CH:22]=[N:23][CH:24]=[CH:25][C:20]=3[O:19][CH3:18])=[CH:3][C:4]=2[CH:16]=[O:17])[CH2:9]1, predict the reactants needed to synthesize it. The reactants are: Br[C:2]1[CH:3]=[C:4]([CH:16]=[O:17])[C:5]([N:8]2[CH2:13][C@@H:12]([CH3:14])[O:11][C@@H:10]([CH3:15])[CH2:9]2)=[N:6][CH:7]=1.[CH3:18][O:19][C:20]1[CH:25]=[CH:24][N:23]=[CH:22][C:21]=1B(O)O. (2) Given the product [CH2:3]([N:5]1[CH2:9][CH2:8][CH2:7][C@@H:6]1[CH2:10][CH2:11][C:12]1[CH:17]=[C:16]([F:18])[CH:15]=[CH:14][C:13]=1[S:19]([NH:22][C:23]1[C:32]([C:33]([OH:35])=[O:34])=[C:31]2[C:26]([C@H:27]3[CH2:37][C@H:28]3[CH2:29][O:30]2)=[CH:25][CH:24]=1)(=[O:20])=[O:21])[CH3:4], predict the reactants needed to synthesize it. The reactants are: [OH-].[Li+].[CH2:3]([N:5]1[CH2:9][CH2:8][CH2:7][C@@H:6]1[CH2:10][CH2:11][C:12]1[CH:17]=[C:16]([F:18])[CH:15]=[CH:14][C:13]=1[S:19]([NH:22][C:23]1[C:32]([C:33]([O:35]C)=[O:34])=[C:31]2[C:26]([C@H:27]3[CH2:37][C@H:28]3[CH2:29][O:30]2)=[CH:25][CH:24]=1)(=[O:21])=[O:20])[CH3:4].C(O)=O. (3) Given the product [CH3:2][Si:3]([CH3:10])([O:7][CH2:8][CH3:9])[O:4][CH2:5][CH3:6].[CH2:11]([Si:19]([O:26][CH2:27][CH3:28])([O:20][CH2:21][CH3:22])[O:23][CH2:24][CH3:25])[CH2:12][CH2:13][CH2:14][CH2:15][CH2:16][CH2:17][CH3:18], predict the reactants needed to synthesize it. The reactants are: Cl.[CH3:2][Si:3]([CH3:10])([O:7][CH2:8][CH3:9])[O:4][CH2:5][CH3:6].[CH2:11]([Si:19]([O:26][CH2:27][CH3:28])([O:23][CH2:24][CH3:25])[O:20][CH2:21][CH3:22])[CH2:12][CH2:13][CH2:14][CH2:15][CH2:16][CH2:17][CH3:18].C1CC2C(C=C(N3CC3)C(=O)C=2CC1)=O.[OH-].[Na+].C[Si](C)(C)Cl. (4) The reactants are: [Cl:1][C:2]1[C:7]([Cl:8])=[CH:6][CH:5]=[CH:4][C:3]=1[S:9]([NH:12][C:13]1[CH:18]=[CH:17][C:16]([C:19]2[CH:24]=[N:23][C:22]([C:25]#[N:26])=[C:21](Cl)[N:20]=2)=[CH:15][CH:14]=1)(=[O:11])=[O:10].[NH2:28][NH2:29]. Given the product [NH2:26][C:25]1[C:22]2[C:21](=[N:20][C:19]([C:16]3[CH:15]=[CH:14][C:13]([NH:12][S:9]([C:3]4[CH:4]=[CH:5][CH:6]=[C:7]([Cl:8])[C:2]=4[Cl:1])(=[O:10])=[O:11])=[CH:18][CH:17]=3)=[CH:24][N:23]=2)[NH:29][N:28]=1, predict the reactants needed to synthesize it. (5) Given the product [F:1][C:2]1[C:21]([NH:22][C:23]([NH:25][C:26]2[CH:27]=[N:28][C:29]([CH3:32])=[CH:30][CH:31]=2)=[O:24])=[C:20]([F:33])[CH:19]=[CH:18][C:3]=1[CH2:4][N:5]1[CH2:10][CH2:9][N:8]([C:11]([O:13][CH3:14])=[O:12])[CH2:7][CH2:6]1, predict the reactants needed to synthesize it. The reactants are: [F:1][C:2]1[C:21]([NH:22][C:23]([NH:25][C:26]2[CH:27]=[N:28][C:29]([CH3:32])=[CH:30][CH:31]=2)=[O:24])=[C:20]([F:33])[CH:19]=[CH:18][C:3]=1[CH2:4][N:5]1[CH2:10][CH2:9][N:8]([C:11]([O:13][C:14](C)(C)C)=[O:12])[CH2:7][CH2:6]1.Cl.ClC(OC)=O.CCN(CC)CC. (6) Given the product [C:50]([O:47][C:44]([N:27]1[CH2:38][C@@H:37]2[C@H:31]1[CH2:30][N:29]([C:2]1[N:3]=[N:4][C:5]([C:8]3[CH:13]=[CH:12][CH:11]=[CH:10][CH:9]=3)=[CH:6][CH:7]=1)[CH2:32]2)=[O:45])([CH3:56])([CH3:55])[CH3:51], predict the reactants needed to synthesize it. The reactants are: Cl[C:2]1[N:3]=[N:4][C:5]([C:8]2[CH:13]=[CH:12][CH:11]=[CH:10][CH:9]=2)=[CH:6][CH:7]=1.[Cl-].C(C1C=CC=C(CCC)C=1[N+:27]1[CH:31]=[CH:30][N:29]([C:32]2[C:37]([CH2:38]CC)=CC=CC=2CCC)C=1)CC.[C:44]([O-:47])([O-])=[O:45].[Cs+].[Cs+].[C:50]1([CH3:56])[CH:55]=CC=C[CH:51]=1. (7) Given the product [CH3:13][NH:14][CH2:2][C:3]1[S:4][CH:5]=[C:6]([C:8]([O:10][CH2:11][CH3:12])=[O:9])[N:7]=1, predict the reactants needed to synthesize it. The reactants are: Br[CH2:2][C:3]1[S:4][CH:5]=[C:6]([C:8]([O:10][CH2:11][CH3:12])=[O:9])[N:7]=1.[CH3:13][NH2:14].